This data is from Full USPTO retrosynthesis dataset with 1.9M reactions from patents (1976-2016). The task is: Predict the reactants needed to synthesize the given product. (1) Given the product [C:14]([O:13][C:11](=[O:12])[N:5]([CH2:6][CH2:7][Cl:8])[CH2:4][CH2:3][Cl:2])([CH3:17])([CH3:16])[CH3:15], predict the reactants needed to synthesize it. The reactants are: Cl.[Cl:2][CH2:3][CH2:4][NH:5][CH2:6][CH2:7][Cl:8].[OH-].[Na+].[C:11](O[C:11]([O:13][C:14]([CH3:17])([CH3:16])[CH3:15])=[O:12])([O:13][C:14]([CH3:17])([CH3:16])[CH3:15])=[O:12]. (2) Given the product [C:26]([O:25][C:23](=[O:24])[NH:22][C@H:12]1[CH2:13][C@H:14]([C:17]([N:19]([CH3:20])[CH3:21])=[O:18])[CH2:15][CH2:16][C@H:11]1[NH:10][C:9](=[O:30])[C:42]([NH:41][C:38]1[CH:37]=[CH:36][C:35]([Cl:34])=[CH:40][N:39]=1)=[O:46])([CH3:27])([CH3:28])[CH3:29], predict the reactants needed to synthesize it. The reactants are: C(O[C:9](=[O:30])[NH:10][C@@H:11]1[CH2:16][CH2:15][C@@H:14]([C:17]([N:19]([CH3:21])[CH3:20])=[O:18])[CH2:13][C@@H:12]1[NH:22][C:23]([O:25][C:26]([CH3:29])([CH3:28])[CH3:27])=[O:24])C1C=CC=CC=1.[H][H].[Li+].[Cl:34][C:35]1[CH:36]=[CH:37][C:38]([NH:41][C:42](=[O:46])C([O-])=O)=[N:39][CH:40]=1.ON1C2C=CC=CC=2N=N1.Cl.CN(C)CCCN=C=NCC. (3) Given the product [Br:1][C:2]1[CH:8]=[CH:7][C:5]([NH:6][CH:13]=[C:14]([C:15]([O:17][CH2:18][CH3:19])=[O:16])[C:20]([O:22][CH2:23][CH3:24])=[O:21])=[CH:4][C:3]=1[F:9], predict the reactants needed to synthesize it. The reactants are: [Br:1][C:2]1[CH:8]=[CH:7][C:5]([NH2:6])=[CH:4][C:3]=1[F:9].C(O[CH:13]=[C:14]([C:20]([O:22][CH2:23][CH3:24])=[O:21])[C:15]([O:17][CH2:18][CH3:19])=[O:16])C. (4) Given the product [Cl:63][C:57]1[C:56]2[C:61](=[CH:62][C:53]([NH:76][CH2:75][CH2:74][N:68]3[CH2:73][CH2:72][O:71][CH2:70][CH2:69]3)=[C:54]([O:64][CH3:65])[CH:55]=2)[N:60]=[CH:59][CH:58]=1, predict the reactants needed to synthesize it. The reactants are: C1(P(C2C=CC=CC=2)C2C=CC3C(=CC=CC=3)C=2C2C3C(=CC=CC=3)C=CC=2P(C2C=CC=CC=2)C2C=CC=CC=2)C=CC=CC=1.FC(F)(F)S(O[C:53]1[CH:62]=[C:61]2[C:56]([C:57]([Cl:63])=[CH:58][CH:59]=[N:60]2)=[CH:55][C:54]=1[O:64][CH3:65])(=O)=O.[N:68]1([CH2:74][CH2:75][NH2:76])[CH2:73][CH2:72][O:71][CH2:70][CH2:69]1.C(=O)([O-])[O-].[Cs+].[Cs+].